This data is from Reaction yield outcomes from USPTO patents with 853,638 reactions. The task is: Predict the reaction yield, written as a fraction of the theoretical maximum amount of product (1.0 means a 100% yield; for example, 0.34 means a 34% yield). (1) The catalyst is C1COCC1. The reactants are [C:1]([NH:11][CH2:12][C:13]([OH:15])=O)([O:3][CH2:4][C:5]1[CH:10]=[CH:9][CH:8]=[CH:7][CH:6]=1)=[O:2].CN1CCOCC1.C(OC(Cl)=O)C(C)C.[CH:31]([NH2:34])([CH3:33])[CH3:32]. The product is [CH2:4]([O:3][C:1](=[O:2])[NH:11][CH2:12][C:13](=[O:15])[NH:34][CH:31]([CH3:33])[CH3:32])[C:5]1[CH:6]=[CH:7][CH:8]=[CH:9][CH:10]=1. The yield is 0.980. (2) The reactants are [C:1]([O:3][CH2:4][CH3:5])#[CH:2].[B]1OC2C(=CC=CC=2)O1.[CH3:15][O:16][C:17](=[O:26])[C:18]1[CH:23]=[CH:22][C:21](Cl)=[N:20][C:19]=1[NH2:25].[OH-].[Na+]. The catalyst is O1CCCC1.C1C=CC([P]([Pd]([P](C2C=CC=CC=2)(C2C=CC=CC=2)C2C=CC=CC=2)([P](C2C=CC=CC=2)(C2C=CC=CC=2)C2C=CC=CC=2)[P](C2C=CC=CC=2)(C2C=CC=CC=2)C2C=CC=CC=2)(C2C=CC=CC=2)C2C=CC=CC=2)=CC=1.O1CCOCC1. The product is [CH3:15][O:16][C:17](=[O:26])[C:18]1[CH:23]=[CH:22][C:21]([CH:2]=[CH:1][O:3][CH2:4][CH3:5])=[N:20][C:19]=1[NH2:25]. The yield is 0.680. (3) The reactants are [CH3:1][O:2][C:3](=[O:29])[CH2:4][O:5][C:6]1[CH:11]=[C:10]([CH3:12])[C:9]([S:13]([NH:16][C:17]2[CH:22]=[CH:21][C:20]([O:23][CH3:24])=[CH:19][C:18]=2[N+:25]([O-])=O)(=[O:15])=[O:14])=[C:8]([CH3:28])[CH:7]=1. The catalyst is C(OCC)(=O)C.[Ni].[Pt]=O. The yield is 1.00. The product is [CH3:1][O:2][C:3](=[O:29])[CH2:4][O:5][C:6]1[CH:7]=[C:8]([CH3:28])[C:9]([S:13]([NH:16][C:17]2[CH:22]=[CH:21][C:20]([O:23][CH3:24])=[CH:19][C:18]=2[NH2:25])(=[O:15])=[O:14])=[C:10]([CH3:12])[CH:11]=1. (4) The reactants are [C:1]([C:5]1[CH:9]=[C:8]([NH:10][C:11]([NH:13][C:14]2[CH:19]=[CH:18][CH:17]=[C:16]([Cl:20])[C:15]=2[Cl:21])=[O:12])[N:7]([C:22]2[CH:31]=[C:30]([CH:32]=[O:33])[C:29]3[C:24](=[CH:25][CH:26]=[CH:27][CH:28]=3)[CH:23]=2)[N:6]=1)([CH3:4])([CH3:3])[CH3:2].[CH3:34][Mg]Cl. The catalyst is C1COCC1. The product is [C:1]([C:5]1[CH:9]=[C:8]([NH:10][C:11]([NH:13][C:14]2[CH:19]=[CH:18][CH:17]=[C:16]([Cl:20])[C:15]=2[Cl:21])=[O:12])[N:7]([C:22]2[CH:31]=[C:30]([CH:32]([OH:33])[CH3:34])[C:29]3[C:24](=[CH:25][CH:26]=[CH:27][CH:28]=3)[CH:23]=2)[N:6]=1)([CH3:4])([CH3:2])[CH3:3]. The yield is 0.420. (5) The reactants are [C:1]([OH:7])([C:3]([F:6])([F:5])[F:4])=[O:2].[CH2:8]([O:15][N:16]1[C:22](=[O:23])[N:21]2[CH2:24][C@H:17]1[CH2:18][CH2:19][C@H:20]2[C:25]([NH:27][NH:28]C(OC(C)(C)C)=O)=[O:26])[C:9]1[CH:14]=[CH:13][CH:12]=[CH:11][CH:10]=1. The catalyst is C(Cl)Cl. The product is [OH:7][C:1]([C:3]([F:6])([F:5])[F:4])=[O:2].[CH2:8]([O:15][N:16]1[C:22](=[O:23])[N:21]2[CH2:24][C@H:17]1[CH2:18][CH2:19][C@H:20]2[C:25]([NH:27][NH2:28])=[O:26])[C:9]1[CH:14]=[CH:13][CH:12]=[CH:11][CH:10]=1. The yield is 0.930. (6) The product is [F:39][C:35]1([F:38])[CH2:36][CH2:37][N:33]([C:18]2[N:17]=[C:16]([C:3]3([C:1]#[N:2])[CH2:8][CH2:7][NH:6][CH2:5][CH2:4]3)[CH:21]=[C:20]([NH:22][C:23]3[CH:28]=[C:27]([C:29]([F:30])([F:31])[F:32])[CH:26]=[CH:25][N:24]=3)[N:19]=2)[CH2:34]1. The reactants are [C:1]([C:3]1([C:16]2[CH:21]=[C:20]([NH:22][C:23]3[CH:28]=[C:27]([C:29]([F:32])([F:31])[F:30])[CH:26]=[CH:25][N:24]=3)[N:19]=[C:18]([N:33]3[CH2:37][CH2:36][C:35]([F:39])([F:38])[CH2:34]3)[N:17]=2)[CH2:8][CH2:7][N:6](C(OC(C)(C)C)=O)[CH2:5][CH2:4]1)#[N:2].Cl.O1CCOCC1. The yield is 0.400. No catalyst specified.